The task is: Predict the reaction yield, written as a fraction of the theoretical maximum amount of product (1.0 means a 100% yield; for example, 0.34 means a 34% yield).. This data is from Reaction yield outcomes from USPTO patents with 853,638 reactions. (1) The reactants are [C:1]1([C:36]2[CH:41]=[CH:40][CH:39]=[CH:38][CH:37]=2)[CH:6]=[CH:5][C:4]([C@@:7]23[CH2:26][N:20]([C@H:21]([C:23](O)=[O:24])[CH2:22]2)[C:19](=[O:27])[C@@H:18]([NH:28][C:29]([O:31][C:32]([CH3:35])([CH3:34])[CH3:33])=[O:30])[CH2:17][CH2:16][CH2:15][CH2:14][CH2:13][CH2:12][CH:11]=[CH:10][CH2:9][S:8]3)=[CH:3][CH:2]=1.[NH2:42][C@:43]1([C:48]([NH:50][S:51]([CH:54]2[CH2:56][CH2:55]2)(=[O:53])=[O:52])=[O:49])[CH2:45][C@H:44]1[CH:46]=[CH2:47].CC1C=CC(S(O)(=O)=O)=CC=1.CN(C(ON1N=NC2C=CC=NC1=2)=[N+](C)C)C.F[P-](F)(F)(F)(F)F.C(N(CC)C(C)C)(C)C. The catalyst is C(Cl)Cl.CCOC(C)=O. The product is [C:1]1([C:36]2[CH:41]=[CH:40][CH:39]=[CH:38][CH:37]=2)[CH:6]=[CH:5][C:4]([C@@:7]23[CH2:26][N:20]([C@H:21]([C:23](=[O:24])[NH:42][C@:43]4([C:48](=[O:49])[NH:50][S:51]([CH:54]5[CH2:56][CH2:55]5)(=[O:53])=[O:52])[CH2:45][C@H:44]4[CH:46]=[CH2:47])[CH2:22]2)[C:19](=[O:27])[C@@H:18]([NH:28][C:29](=[O:30])[O:31][C:32]([CH3:33])([CH3:35])[CH3:34])[CH2:17][CH2:16][CH2:15][CH2:14][CH2:13][CH2:12][CH:11]=[CH:10][CH2:9][S:8]3)=[CH:3][CH:2]=1. The yield is 0.660. (2) The reactants are Br[C:2]1[C:7](=[O:8])[N:6]([CH2:9][C:10]2[CH:15]=[CH:14][C:13]([C:16]3[C:17]([C:22]#[N:23])=[CH:18][CH:19]=[CH:20][CH:21]=3)=[CH:12][CH:11]=2)[C:5]([CH2:24][CH2:25][CH3:26])=[N:4][C:3]=1[CH2:27][CH3:28].[CH3:29][C:30]1[CH:35]=[C:34]([CH3:36])[N:33]=[C:32]([OH:37])[CH:31]=1.[OH-].[K+].CS(C)=O. The catalyst is C(OCC)(=O)C. The product is [CH3:29][C:30]1[CH:35]=[C:34]([CH3:36])[N:33]=[C:32]([O:37][C:2]2[C:7](=[O:8])[N:6]([CH2:9][C:10]3[CH:15]=[CH:14][C:13]([C:16]4[C:17]([C:22]#[N:23])=[CH:18][CH:19]=[CH:20][CH:21]=4)=[CH:12][CH:11]=3)[C:5]([CH2:24][CH2:25][CH3:26])=[N:4][C:3]=2[CH2:27][CH3:28])[CH:31]=1. The yield is 0.480. (3) The reactants are [N:1]([CH2:4][CH:5]([OH:29])[CH2:6][O:7][C:8]1([CH3:28])[C:16]2[C:17]([O:26][CH3:27])=[N:18][C:19]3[C:24]([C:15]=2[C:14]2[C:9]1=[CH:10][CH:11]=[CH:12][CH:13]=2)=[CH:23][C:22]([Br:25])=[CH:21][CH:20]=3)=[N+]=[N-].[C:30]1(P(C2C=CC=CC=2)C2C=CC=CC=2)C=CC=CC=1.[CH3:49][O:50][C:51]1[CH:56]=[CH:55][CH:54]=[CH:53][C:52]=1[N:57]=[C:58]=O. The catalyst is ClCCl. The product is [Br:25][C:22]1[CH:23]=[C:24]2[C:19](=[CH:20][CH:21]=1)[N:18]=[C:17]([O:26][CH3:27])[C:16]1[C:8]([CH3:28])([O:7][CH2:6][CH:5]([O:29][CH3:30])[CH2:4][N:1]=[C:58]=[N:57][C:52]3[CH:53]=[CH:54][CH:55]=[CH:56][C:51]=3[O:50][CH3:49])[C:9]3[C:14]([C:15]2=1)=[CH:13][CH:12]=[CH:11][CH:10]=3. The yield is 0.170. (4) The reactants are [C:1]([O:5][C:6](=[O:31])[NH:7][C@H:8]1[CH2:13][CH2:12][CH2:11][CH2:10][C@H:9]1[NH:14][C:15]1[CH:20]=[CH:19][C:18]([C:21]#[N:22])=[C:17]([NH:23][C:24]2[CH:29]=[CH:28][CH:27]=[C:26]([CH3:30])[N:25]=2)[CH:16]=1)([CH3:4])([CH3:3])[CH3:2].C([O-])([O-])=[O:33].[K+].[K+].OO. The catalyst is CS(C)=O.O. The product is [C:1]([O:5][C:6](=[O:31])[NH:7][C@H:8]1[CH2:13][CH2:12][CH2:11][CH2:10][C@H:9]1[NH:14][C:15]1[CH:20]=[CH:19][C:18]([C:21](=[O:33])[NH2:22])=[C:17]([NH:23][C:24]2[CH:29]=[CH:28][CH:27]=[C:26]([CH3:30])[N:25]=2)[CH:16]=1)([CH3:4])([CH3:3])[CH3:2]. The yield is 0.650. (5) The catalyst is C1COCC1. The product is [F:38][C:39]([F:48])([F:49])[C:40]1[CH:47]=[CH:46][C:43]([CH2:44][O:1][C:2]2[CH:11]=[C:10]3[C:5]([CH:6]=[CH:7][CH:8]=[C:9]3[N:12]3[CH2:17][CH2:16][N:15]([CH3:18])[CH2:14][CH2:13]3)=[CH:4][CH:3]=2)=[CH:42][CH:41]=1. The yield is 0.720. The reactants are [OH:1][C:2]1[CH:11]=[C:10]2[C:5]([CH:6]=[CH:7][CH:8]=[C:9]2[N:12]2[CH2:17][CH2:16][N:15]([CH3:18])[CH2:14][CH2:13]2)=[CH:4][CH:3]=1.C1(P(C2C=CC=CC=2)C2C=CC=CC=2)C=CC=CC=1.[F:38][C:39]([F:49])([F:48])[C:40]1[CH:47]=[CH:46][C:43]([CH2:44]O)=[CH:42][CH:41]=1.N(C(OCC)=O)=NC(OCC)=O. (6) The reactants are [NH:1]1[CH2:4][CH2:3][C:2]1=[O:5].I[C:7]1[CH:8]=[C:9]([CH3:14])[CH:10]=[C:11]([CH3:13])[CH:12]=1. No catalyst specified. The product is [CH3:14][C:9]1[CH:8]=[C:7]([N:1]2[CH2:4][CH2:3][C:2]2=[O:5])[CH:12]=[C:11]([CH3:13])[CH:10]=1. The yield is 0.950. (7) The reactants are [C:1]([NH:9][CH2:10][CH:11]1[CH2:16][CH2:15][CH2:14][CH:13]([N:17]2[C:26]3[CH:25]=[CH:24][CH:23]=[C:22]([C:27](O)=[O:28])[C:21]=3[C:20]3=[N:30][O:31][C:32]([CH3:33])=[C:19]3[C:18]2=[O:34])[CH2:12]1)(=[O:8])[C:2]1[CH:7]=[CH:6][CH:5]=[CH:4][CH:3]=1.S(Cl)(Cl)=O.[CH3:39][NH2:40]. The catalyst is C1(C)C=CC=CC=1.CN(C1C=CN=CC=1)C.ClCCl. The product is [CH3:39][NH:40][C:27]([C:22]1[C:21]2[C:20]3[C:19](=[C:32]([CH3:33])[O:31][N:30]=3)[C:18](=[O:34])[N:17]([CH:13]3[CH2:14][CH2:15][CH2:16][CH:11]([CH2:10][NH:9][C:1](=[O:8])[C:2]4[CH:7]=[CH:6][CH:5]=[CH:4][CH:3]=4)[CH2:12]3)[C:26]=2[CH:25]=[CH:24][CH:23]=1)=[O:28]. The yield is 0.560. (8) The reactants are [CH:1]1([C:6](=[CH2:9])C=O)[CH2:5][CH2:4][CH2:3][CH2:2]1.[N+](C1C=CC([C:17](O)=[O:18])=CC=1)([O-])=O.C(Cl)(Cl)Cl.[C:26]([O:32][CH2:33][N:34]1[C:38]2[N:39]=[N:40][CH:41]=[C:42]([C:43]3[CH:44]=[N:45][NH:46][CH:47]=3)[C:37]=2[CH:36]=[CH:35]1)(=[O:31])[C:27]([CH3:30])([CH3:29])[CH3:28]. No catalyst specified. The product is [C:26]([O:32][CH2:33][N:34]1[C:38]2[N:39]=[N:40][CH:41]=[C:42]([C:43]3[CH:44]=[N:45][N:46]([C@@H:6]([CH:1]4[CH2:2][CH2:3][CH2:4][CH2:5]4)[CH2:9][CH:17]=[O:18])[CH:47]=3)[C:37]=2[CH:36]=[CH:35]1)(=[O:31])[C:27]([CH3:30])([CH3:29])[CH3:28]. The yield is 0.620. (9) The reactants are [F:1][C:2]1[C:9]([F:10])=[CH:8][C:7]([F:11])=[CH:6][C:3]=1[CH:4]=O.[CH3:12][O:13][C:14]1[CH:15]=[C:16]([CH:20]=[CH:21][C:22]=1[O:23][CH3:24])[CH2:17][C:18]#[N:19]. No catalyst specified. The product is [CH3:12][O:13][C:14]1[CH:15]=[C:16](/[C:17](=[CH:4]/[C:3]2[CH:6]=[C:7]([F:11])[CH:8]=[C:9]([F:10])[C:2]=2[F:1])/[C:18]#[N:19])[CH:20]=[CH:21][C:22]=1[O:23][CH3:24]. The yield is 0.840.